The task is: Regression. Given a target protein amino acid sequence and a drug SMILES string, predict the binding affinity score between them. We predict pIC50 (pIC50 = -log10(IC50 in M); higher means more potent). Dataset: bindingdb_ic50.. This data is from Drug-target binding data from BindingDB using IC50 measurements. (1) The drug is CCCCCC/C=C\CCCCCCCc1cccc(O)c1. The target protein (P08487) has sequence MAGAASPCANGCGPSAPSDAEVVHLCRSLEVGTVMTLFYSKKSQRPERKTFQVKLETRQITWSRGADKIEGAIDIREIKEIRPGKTSRDFDRYQEDPAFRPDQSHCFVILYGMEFRLKTLSLQATSEDEVNMWIRGLTWLMEDTLQAATPLQIERWLRKQFYSVDRNREDRISAKDLKNMLSQVNYRVPNMRFLRERLTDLEQRTSDITYGQFAQLYRSLMYSAQKTMDLPFLEASALRAGERPELCRVSLPEFQQFLLEYQGELWAVDRLQVQEFMLSFLRDPLREIEEPYFFLDEFVTFLFSKENSIWNSQLDEVCPDTMNNPLSHYWISSSHNTYLTGDQFSSESSLEAYARCLRMGCRCIELDCWDGPDGMPVIYHGHTLTTKIKFSDVLHTIKEHAFVASEYPVILSIEDHCSIAQQRNMAQYFKKVLGDTLLTKPVDIAADGLPSPNQLKRKILIKHKKLAEGSAYEEVPTSVMYSENDISNSIKNGILYLEDP.... The pIC50 is 5.5. (2) The drug is CC(C)NC(=O)OC[C@@H]1NC(=N)N2CCC(O)(O)[C@@]23NC(=N)N[C@@H]13. The pIC50 is 6.3. The target protein sequence is MASSSLPNLVPPGPHCLRPFTPESLAAIEQRAVEEEARLQRNKQMEIEEPERKPRSDLEAGKNLPLIYGDPPPEVIGIPLEDLDPYYSDKKTFIVLNKGKAIFRFSATPALYLLSPFSIVRRVAIKVLIHALFSMFIMITILTNCVFMTMSNPPSWSKHVEYTFTGIYTFESLIKMLARGFCIDDFTFLRDPWNWLDFSVITMAYVTEFVDLGNISALRTFRVLRALKTITVIPGLKTIVGALIQSVKKLSDVMILTVFCLSVFALVGLQLFMGNLRQKCVRWPPPMNDTNTTWYGNDTWYSNDTWYGNDTWYINDTWNSQESWAGNSTFDWEAYINDEGNFYFLEGSNDALLCGNSSDAGHCPEGYECIKAGRNPNYGYTSYDTFSWAFLALFRLMTQDYWENLFQLTLRAAGKTYMIFFVVIIFLGSFYLINLILAVVAMAYAEQNEATLAEDQEKEEEFQQMLEKYKKHQEELEKAKAAQALESGEEADGDPTHNKD.... (3) The compound is C[C@]12Cc3cnn(-c4ccc(F)cc4)c3C=C1CCC[C@@H]2C(O)c1ccc2ccccc2c1. The target protein (P06536) has sequence MDSKESLAPPGRDEVPGSLLGQGRGSVMDFYKSLRGGATVKVSASSPSVAAASQADSKQQRILLDFSKGSTSNVQQRQQQQQQQQQQQQQQQQQQQPDLSKAVSLSMGLYMGETETKVMGNDLGYPQQGQLGLSSGETDFRLLEESIANLNRSTSVPENPKSSTSATGCATPTEKEFPKTHSDASSEQQNRKSQTGTNGGSVKLYPTDQSTFDLLKDLEFSAGSPSKDTNESPWRSDLLIDENLLSPLAGEDDPFLLEGNTNEDCKPLILPDTKPKIKDTGDTILSSPSSVALPQVKTEKDDFIELCTPGVIKQEKLGPVYCQASFSGTNIIGNKMSAISVHGVSTSGGQMYHYDMNTASLSQQQDQKPVFNVIPPIPVGSENWNRCQGSGEDSLTSLGALNFPGRSVFSNGYSSPGMRPDVSSPPSSSSAATGPPPKLCLVCSDEASGCHYGVLTCGSCKVFFKRAVEGQHNYLCAGRNDCIIDKIRRKNCPACRYRKC.... The pIC50 is 8.6. (4) The drug is C=CCC(CO)=C1O[C@@H]2CC(=O)N2C1C(=O)OCc1ccccc1. The target protein (P0AD63) has sequence MRYIRLCIISLLATLPLAVHASPQPLEQIKLSESQLSGRVGMIEMDLASGRTLTAWRADERFPMMSTFKVVLCGAVLARVDAGDEQLERKIHYRQQDLVDYSPVSEKHLADGMTVGELCAAAITMSDNSAANLLLATVGGPAGLTAFLRQIGDNVTRLDRWETELNEALPGDARDTTTPASMAATLRKLLTSQRLSARSQRQLLQWMVDDRVAGPLIRSVLPAGWFIADKTGAGERGARGIVALLGPNNKAERIVVIYLRDTPASMAERNQQIAGIGAALIEHWQR. The pIC50 is 5.2. (5) The drug is CN(c1ccc(OCC(O)CNCCOc2ccc(-n3ccnc3)cc2)cc1)S(C)(=O)=O. The target protein (P54833) has sequence MGQPANRSVFLLAPNGSHAPDQGDSQERSEAWVVGMGIVMSLIVLAIVFGNVLVITAIARFERLQTVTNYFITSLACADLVMGLAVVPFGASHILMKMWTFGNFWCEFWTSIDVLCVTASIETLCVIAVDRYFAITSPFKYQSLLTKNKARVVILMVWIVSGLTSFLPIQMHWYRATHQEAINCYAKETCCDFFTNQAYAIASSIVSFYLPLVVMVFVYSRVFQVAQRQLQKIDRSEGRFHAQNLSQVEQDGRSGHGHRRSSKFCLKEHKALKTLGIIMGTFTLCWLPFFIVNIVHVIQDNLIPKEVYILLNWVGYVNSAFNPLIYCRSPDFRIAFQELLCLRRSSLKAYGNGYSNNSNSRSDYAGEHSGCHLGQEKDSELLCEDPPGTEDRQGTVPSDSVDSQGRNCSTNDSLL. The pIC50 is 4.0.